Dataset: Reaction yield outcomes from USPTO patents with 853,638 reactions. Task: Predict the reaction yield, written as a fraction of the theoretical maximum amount of product (1.0 means a 100% yield; for example, 0.34 means a 34% yield). (1) The reactants are [C:1]1([CH:7]([C:13]2[CH:18]=[CH:17][CH:16]=[CH:15][CH:14]=2)[N:8]2[CH2:11][C:10](=O)[CH2:9]2)[CH:6]=[CH:5][CH:4]=[CH:3][CH:2]=1.[CH2:19]1[C@@H:24]2[CH2:25][NH:26][CH2:27][CH2:28][N:23]2[C:22](=[O:29])[CH2:21][O:20]1.C([BH3-])#N.[Na+]. The catalyst is CO.[Cl-].[Zn+2].[Cl-]. The product is [C:1]1([CH:7]([C:13]2[CH:18]=[CH:17][CH:16]=[CH:15][CH:14]=2)[N:8]2[CH2:11][CH:10]([N:26]3[CH2:27][CH2:28][N:23]4[C@H:24]([CH2:19][O:20][CH2:21][C:22]4=[O:29])[CH2:25]3)[CH2:9]2)[CH:6]=[CH:5][CH:4]=[CH:3][CH:2]=1. The yield is 0.690. (2) The reactants are [C:1]([C:5]1[CH:9]=[C:8]([NH:10][C:11]([NH:13][C:14]2[C:23]3[C:18](=[CH:19][CH:20]=[CH:21][CH:22]=3)[CH:17]=[CH:16][CH:15]=2)=[O:12])[N:7]([C:24]2[CH:29]=[CH:28][C:27]([CH:30]=[O:31])=[CH:26][CH:25]=2)[N:6]=1)([CH3:4])([CH3:3])[CH3:2].[CH3:32][Mg]Br. The catalyst is C1COCC1. The product is [C:1]([C:5]1[CH:9]=[C:8]([NH:10][C:11]([NH:13][C:14]2[C:23]3[C:18](=[CH:19][CH:20]=[CH:21][CH:22]=3)[CH:17]=[CH:16][CH:15]=2)=[O:12])[N:7]([C:24]2[CH:29]=[CH:28][C:27]([CH:30]([OH:31])[CH3:32])=[CH:26][CH:25]=2)[N:6]=1)([CH3:4])([CH3:2])[CH3:3]. The yield is 0.540. (3) The reactants are [CH2:1]([N:8]([CH3:28])[C:9]1[NH:10][C:11](=[O:27])[C:12]2[CH2:18][CH2:17][N:16]([C:19]([O:21][C:22]([CH3:25])([CH3:24])[CH3:23])=[O:20])[CH2:15][CH2:14][C:13]=2[N:26]=1)[C:2]1[CH:7]=[CH:6][CH:5]=[CH:4][CH:3]=1.F[B-](F)(F)F.[CH3:34][O+](C)C. The catalyst is C(Cl)Cl. The product is [CH2:1]([N:8]([CH3:28])[C:9]1[N:10]=[C:11]([O:27][CH3:34])[C:12]2[CH2:18][CH2:17][N:16]([C:19]([O:21][C:22]([CH3:23])([CH3:24])[CH3:25])=[O:20])[CH2:15][CH2:14][C:13]=2[N:26]=1)[C:2]1[CH:3]=[CH:4][CH:5]=[CH:6][CH:7]=1. The yield is 0.410. (4) The reactants are [C:1]([O:5][C:6](=[O:37])[NH:7][CH2:8][CH:9]([C:30]1[CH:35]=[CH:34][CH:33]=[C:32]([NH2:36])[CH:31]=1)[NH:10][C:11]([C:13]1[S:29][C:16]2=[N:17][C:18]3[CH2:19][CH2:20][CH:21]([C:25]([CH3:28])([CH3:27])[CH3:26])[CH2:22][C:23]=3[CH:24]=[C:15]2[CH:14]=1)=[O:12])([CH3:4])([CH3:3])[CH3:2].C(N(CC)CC)C.Cl[C:46]([O:48][CH2:49][CH3:50])=[O:47]. The product is [CH2:49]([O:48][C:46](=[O:47])[NH:36][C:32]1[CH:33]=[CH:34][CH:35]=[C:30]([CH:9]([NH:10][C:11]([C:13]2[S:29][C:16]3=[N:17][C:18]4[CH2:19][CH2:20][CH:21]([C:25]([CH3:28])([CH3:27])[CH3:26])[CH2:22][C:23]=4[CH:24]=[C:15]3[CH:14]=2)=[O:12])[CH2:8][NH:7][C:6]([O:5][C:1]([CH3:2])([CH3:3])[CH3:4])=[O:37])[CH:31]=1)[CH3:50]. The yield is 0.530. The catalyst is C(Cl)Cl. (5) The reactants are F[C:2]1[CH:9]=[CH:8][C:5]([C:6]#[N:7])=[CH:4][C:3]=1[N+:10]([O-:12])=[O:11].CN(C=O)C.[CH2:18]([NH2:23])[CH2:19][CH:20]([CH3:22])[CH3:21]. The yield is 0.980. The product is [CH2:18]([NH:23][C:2]1[CH:9]=[CH:8][C:5]([C:6]#[N:7])=[CH:4][C:3]=1[N+:10]([O-:12])=[O:11])[CH2:19][CH:20]([CH3:22])[CH3:21]. The catalyst is O.